This data is from hERG Central: cardiac toxicity at 1µM, 10µM, and general inhibition. The task is: Predict hERG channel inhibition at various concentrations. (1) The compound is Fc1ccc(NC(=S)NC2CC3CCCC(C2)N3Cc2cccs2)cc1. Results: hERG_inhib (hERG inhibition (general)): blocker. (2) The molecule is Cc1ncc(CN2CCCC(C(=O)c3ccc(C(C)(C)C)cc3)C2)s1. Results: hERG_inhib (hERG inhibition (general)): blocker. (3) The drug is CCN(CC)CCCn1c2c(c(SCC(=O)Nc3ccc(F)c(F)c3)nc1=O)CCC2. Results: hERG_inhib (hERG inhibition (general)): blocker. (4) The molecule is O=C(c1nn(Cc2ccccc2)c(=O)c2ccccc12)N1CCN(c2ccccn2)CC1. Results: hERG_inhib (hERG inhibition (general)): blocker. (5) The molecule is CCOc1ccc(OCc2cccc(C(=O)N(CC)CC)c2)cc1. Results: hERG_inhib (hERG inhibition (general)): blocker. (6) The molecule is Cc1c(C)n(C)c2ccc(C(=O)NCCCN3CCN(c4ccccc4F)CC3)cc12. Results: hERG_inhib (hERG inhibition (general)): blocker. (7) The compound is Cc1ccccc1/C=C/C(=O)NCC(=O)N1CCC(N(C)C2CCCCC2C)CC1. Results: hERG_inhib (hERG inhibition (general)): blocker. (8) The drug is CN1CCC(N(C)C(=S)Nc2ccc(SC(F)F)cc2)CC1. Results: hERG_inhib (hERG inhibition (general)): blocker. (9) The compound is Cc1ccccc1OCCC(=O)OCC(=O)c1c(N)n(CC(C)C)c(=O)n(C)c1=O. Results: hERG_inhib (hERG inhibition (general)): blocker. (10) The compound is CCN(CC)CCNC(=O)c1cc2c(-c3ccc(Cl)cc3)nn(C)c2s1. Results: hERG_inhib (hERG inhibition (general)): blocker.